Dataset: CYP2D6 inhibition data for predicting drug metabolism from PubChem BioAssay. Task: Regression/Classification. Given a drug SMILES string, predict its absorption, distribution, metabolism, or excretion properties. Task type varies by dataset: regression for continuous measurements (e.g., permeability, clearance, half-life) or binary classification for categorical outcomes (e.g., BBB penetration, CYP inhibition). Dataset: cyp2d6_veith. The result is 0 (non-inhibitor). The compound is COc1ccccc1C(=O)Nc1cc2c(ccc3ccccc32)oc1=O.